This data is from Reaction yield outcomes from USPTO patents with 853,638 reactions. The task is: Predict the reaction yield, written as a fraction of the theoretical maximum amount of product (1.0 means a 100% yield; for example, 0.34 means a 34% yield). (1) The reactants are [CH2:1]1[CH:10]2[N:5]([CH2:6][CH2:7][CH2:8][CH2:9]2)[CH2:4][CH:3]([C:11](OCC)=[O:12])[CH2:2]1.[H-].[Al+3].[Li+].[H-].[H-].[H-].C(OCC)(=O)C.[OH-].[Na+]. The catalyst is O1CCCC1.O. The product is [CH2:1]1[CH:10]2[N:5]([CH2:6][CH2:7][CH2:8][CH2:9]2)[CH2:4][CH:3]([CH2:11][OH:12])[CH2:2]1. The yield is 0.880. (2) The reactants are CS(O[CH2:6][CH2:7][NH:8][C:9]1[C:13]([C:14]2[N:18]([C:19]3[CH:24]=[CH:23][C:22]([F:25])=[C:21]([Br:26])[CH:20]=3)[C:17](=[O:27])[O:16][N:15]=2)=[N:12][O:11][N:10]=1)(=O)=O.[N-:28]=[N+:29]=[N-:30].[Na+]. The product is [N:28]([CH2:6][CH2:7][NH:8][C:9]1[C:13]([C:14]2[N:18]([C:19]3[CH:24]=[CH:23][C:22]([F:25])=[C:21]([Br:26])[CH:20]=3)[C:17](=[O:27])[O:16][N:15]=2)=[N:12][O:11][N:10]=1)=[N+:29]=[N-:30]. The catalyst is CN(C)C=O. The yield is 0.770. (3) The reactants are [Cl:1][C:2]1[N:7]=[C:6]([CH3:8])[N:5]=[C:4]([NH:9][C:10]([NH:12]C(=O)OCC)=[S:11])[CH:3]=1.[OH-].[Na+]. No catalyst specified. The product is [Cl:1][C:2]1[N:7]=[C:6]([CH3:8])[N:5]=[C:4]([NH:9][C:10]([NH2:12])=[S:11])[CH:3]=1. The yield is 0.910. (4) The reactants are C[O:2][C:3](=O)[CH2:4][C:5]([NH:7][C:8]1[CH:13]=[CH:12][C:11]([O:14][CH:15]([C:17]2[CH:22]=[CH:21][CH:20]=[C:19]([F:23])[CH:18]=2)[CH3:16])=[CH:10][CH:9]=1)=[O:6].[OH-].[NH4+:26]. No catalyst specified. The product is [F:23][C:19]1[CH:18]=[C:17]([CH:15]([O:14][C:11]2[CH:12]=[CH:13][C:8]([NH:7][C:5](=[O:6])[CH2:4][C:3]([NH2:26])=[O:2])=[CH:9][CH:10]=2)[CH3:16])[CH:22]=[CH:21][CH:20]=1. The yield is 0.550. (5) The reactants are [OH:1][C@@H:2]([C:4]1[N:15]([C@@H:16]2[CH2:21][O:20][C@@H:19]([CH2:22][C:23]#[N:24])[CH2:18][CH2:17]2)[C:7]2=[C:8]3[S:14][CH:13]=[CH:12][C:9]3=[N:10][CH:11]=[C:6]2[N:5]=1)[CH3:3]. The catalyst is O. The product is [OH2:1].[OH:1][C@@H:2]([C:4]1[N:15]([C@@H:16]2[CH2:21][O:20][C@@H:19]([CH2:22][C:23]#[N:24])[CH2:18][CH2:17]2)[C:7]2=[C:8]3[S:14][CH:13]=[CH:12][C:9]3=[N:10][CH:11]=[C:6]2[N:5]=1)[CH3:3]. The yield is 0.980. (6) The reactants are Cl.[F:2][C:3]1[CH:8]=[CH:7][C:6]([C:9]([CH:11]2[CH2:16][CH2:15][CH2:14][NH:13][CH2:12]2)=[O:10])=[CH:5][CH:4]=1.C(N(CC)CC)C.[F:24][C:25]1[CH:33]=[CH:32][C:28]([C:29](Cl)=[O:30])=[CH:27][CH:26]=1. The catalyst is C(Cl)Cl. The product is [F:24][C:25]1[CH:33]=[CH:32][C:28]([C:29]([N:13]2[CH2:14][CH2:15][CH2:16][CH:11]([C:9](=[O:10])[C:6]3[CH:7]=[CH:8][C:3]([F:2])=[CH:4][CH:5]=3)[CH2:12]2)=[O:30])=[CH:27][CH:26]=1. The yield is 0.530. (7) The reactants are [OH:1][CH2:2][CH2:3][CH2:4][N:5]1[C:13](=[O:14])[C:12]2[C:7](=[CH:8][CH:9]=[CH:10][CH:11]=2)[C:6]1=[O:15].S(=O)(=O)(O)O.[CH3:21][C:22](=[CH2:24])[CH3:23].C(=O)=O. The catalyst is ClCCl.CC(C)=O. The product is [C:22]([O:1][CH2:2][CH2:3][CH2:4][N:5]1[C:13](=[O:14])[C:12]2[C:7](=[CH:8][CH:9]=[CH:10][CH:11]=2)[C:6]1=[O:15])([CH3:24])([CH3:23])[CH3:21]. The yield is 0.770. (8) The reactants are C1([O:7][C:8](=O)[NH2:9])C=CC=CC=1.[F:11][C:12]([F:23])([F:22])[O:13][C:14]1[CH:21]=[CH:20][C:17]([CH2:18][NH2:19])=[CH:16][CH:15]=1.C(OC(=O)C)C.O. The catalyst is CS(C)=O. The product is [F:11][C:12]([F:22])([F:23])[O:13][C:14]1[CH:21]=[CH:20][C:17]([CH2:18][NH:19][C:8]([NH2:9])=[O:7])=[CH:16][CH:15]=1. The yield is 0.830.